From a dataset of Catalyst prediction with 721,799 reactions and 888 catalyst types from USPTO. Predict which catalyst facilitates the given reaction. (1) Product: [CH3:1][O:2][C:3]([C:5]1[N:6]=[C:7]([S:21]([CH3:25])(=[O:23])=[O:20])[NH:8][C:9]=1[C:10]1[CH:15]=[CH:14][C:13]([F:16])=[CH:12][CH:11]=1)=[O:4]. Reactant: [CH3:1][O:2][C:3]([C:5]1[N:6]=[C:7](SC)[NH:8][C:9]=1[C:10]1[CH:15]=[CH:14][C:13]([F:16])=[CH:12][CH:11]=1)=[O:4].O[O:20][S:21]([O-:23])=O.[K+].[CH3:25]O. The catalyst class is: 6. (2) Reactant: [OH:1][CH:2]1[CH2:7][CH2:6][CH:5]([C:8]#[N:9])[CH2:4][CH2:3]1.N1C(C)=CC=CC=1C.[Si:18](OS(C(F)(F)F)(=O)=O)([C:21]([CH3:24])([CH3:23])[CH3:22])([CH3:20])[CH3:19]. Product: [C:21]([Si:18]([CH3:20])([CH3:19])[O:1][CH:2]1[CH2:7][CH2:6][CH:5]([C:8]#[N:9])[CH2:4][CH2:3]1)([CH3:24])([CH3:23])[CH3:22]. The catalyst class is: 4. (3) Reactant: [C:1]([O:5][C:6](=[O:39])[CH2:7][CH2:8][C@H:9]([NH:28]C(OCC1C=CC=CC=1)=O)[C:10](=[O:27])[N:11]1[CH2:16][CH2:15][N:14]([C:17]2[CH:22]=[CH:21][CH:20]=[C:19]([C:23]([F:26])([F:25])[F:24])[CH:18]=2)[CH2:13][CH2:12]1)([CH3:4])([CH3:3])[CH3:2].[H][H]. Product: [C:1]([O:5][C:6](=[O:39])[CH2:7][CH2:8][C@H:9]([NH2:28])[C:10](=[O:27])[N:11]1[CH2:16][CH2:15][N:14]([C:17]2[CH:22]=[CH:21][CH:20]=[C:19]([C:23]([F:25])([F:26])[F:24])[CH:18]=2)[CH2:13][CH2:12]1)([CH3:4])([CH3:2])[CH3:3]. The catalyst class is: 50. (4) Reactant: [Cl:1][C:2]1[CH:3]=[C:4]([CH:22]=[CH:23][CH:24]=1)[CH2:5][NH:6][C:7]1[CH:12]=[CH:11][C:10]([N+:13]([O-:15])=[O:14])=[C:9]([N:16]2[CH2:21][CH2:20][NH:19][CH2:18][CH2:17]2)[CH:8]=1.Cl. Product: [ClH:1].[Cl:1][C:2]1[CH:3]=[C:4]([CH:22]=[CH:23][CH:24]=1)[CH2:5][NH:6][C:7]1[CH:12]=[CH:11][C:10]([N+:13]([O-:15])=[O:14])=[C:9]([N:16]2[CH2:21][CH2:20][NH:19][CH2:18][CH2:17]2)[CH:8]=1. The catalyst class is: 268. (5) Reactant: [OH:1][C:2]1([C@H:6]([NH:8][C:9](=[O:15])[O:10][C:11]([CH3:14])([CH3:13])[CH3:12])[CH3:7])[CH2:5][NH:4][CH2:3]1.C(N(C(C)C)CC)(C)C.[F:25][C:26]1[C:27]([NH:36][C:37]2[CH:42]=[CH:41][C:40]([I:43])=[CH:39][C:38]=2[F:44])=[C:28]([CH:32]=[CH:33][C:34]=1[F:35])[C:29](F)=[O:30]. Product: [F:25][C:26]1[C:27]([NH:36][C:37]2[CH:42]=[CH:41][C:40]([I:43])=[CH:39][C:38]=2[F:44])=[C:28]([C:29]([N:4]2[CH2:3][C:2]([C@H:6]([NH:8][C:9](=[O:15])[O:10][C:11]([CH3:14])([CH3:13])[CH3:12])[CH3:7])([OH:1])[CH2:5]2)=[O:30])[CH:32]=[CH:33][C:34]=1[F:35]. The catalyst class is: 4.